This data is from Reaction yield outcomes from USPTO patents with 853,638 reactions. The task is: Predict the reaction yield, written as a fraction of the theoretical maximum amount of product (1.0 means a 100% yield; for example, 0.34 means a 34% yield). The reactants are [Cl:1][C:2]1[C:11]2[C:6](=[CH:7][CH:8]=[CH:9][CH:10]=2)[CH:5]=[CH:4][C:3]=1[O:12][CH2:13][CH:14]([NH2:16])[CH3:15].[CH3:17][C:18]1[O:22][C:21]([CH:23]=O)=[CH:20][CH:19]=1. No catalyst specified. The product is [Cl:1][C:2]1[C:11]2[C:6](=[CH:7][CH:8]=[CH:9][CH:10]=2)[CH:5]=[CH:4][C:3]=1[O:12][CH2:13][CH:14]([NH:16][CH2:23][C:21]1[O:22][C:18]([CH3:17])=[CH:19][CH:20]=1)[CH3:15]. The yield is 0.690.